From a dataset of Forward reaction prediction with 1.9M reactions from USPTO patents (1976-2016). Predict the product of the given reaction. (1) Given the reactants Cl[C:2]1[N:7]=[CH:6][N:5]=[C:4]([O:8][C:9]2[CH:14]=[CH:13][C:12]([NH:15][C:16](=[O:28])[CH2:17][C:18]([NH:20][C:21]3[CH:26]=[CH:25][C:24]([F:27])=[CH:23][CH:22]=3)=[O:19])=[CH:11][C:10]=2[F:29])[CH:3]=1.[CH3:30][NH2:31].C1COCC1, predict the reaction product. The product is: [F:29][C:10]1[CH:11]=[C:12]([NH:15][C:16](=[O:28])[CH2:17][C:18]([NH:20][C:21]2[CH:26]=[CH:25][C:24]([F:27])=[CH:23][CH:22]=2)=[O:19])[CH:13]=[CH:14][C:9]=1[O:8][C:4]1[CH:3]=[C:2]([NH:31][CH3:30])[N:7]=[CH:6][N:5]=1. (2) Given the reactants [CH3:1][C:2]1[CH:28]=[CH:27][C:5]([C:6]([NH:8][C:9]2[CH:14]=[CH:13][C:12]([CH2:15][N:16]3[CH2:21][CH2:20][N:19]([CH3:22])[CH2:18][CH2:17]3)=[C:11]([C:23]([F:26])([F:25])[F:24])[CH:10]=2)=[O:7])=[CH:4][C:3]=1B1OC(C)(C)C(C)(C)O1.Br[C:39]1[CH:40]=[C:41]2[C:46](=[CH:47][CH:48]=1)[CH:45]=[N:44][N:43]=[CH:42]2, predict the reaction product. The product is: [CH3:1][C:2]1[CH:3]=[CH:4][C:5]([C:6]([NH:8][C:9]2[CH:14]=[CH:13][C:12]([CH2:15][N:16]3[CH2:17][CH2:18][N:19]([CH3:22])[CH2:20][CH2:21]3)=[C:11]([C:23]([F:26])([F:24])[F:25])[CH:10]=2)=[O:7])=[CH:27][C:28]=1[C:39]1[CH:40]=[C:41]2[C:46](=[CH:47][CH:48]=1)[CH:45]=[N:44][N:43]=[CH:42]2. (3) Given the reactants [Cl:1][C:2]1[CH:7]=[CH:6][C:5]([S:8]([N:11]([CH2:19][C:20]2[CH:33]=[CH:32][C:23]([C:24]([NH:26][CH2:27][C:28]([O:30]C)=[O:29])=[O:25])=[CH:22][CH:21]=2)[CH:12]2[CH2:17][CH2:16][CH2:15][CH2:14][CH:13]2[F:18])(=[O:10])=[O:9])=[CH:4][CH:3]=1.[OH-].[Li+], predict the reaction product. The product is: [Cl:1][C:2]1[CH:7]=[CH:6][C:5]([S:8]([N:11]([CH2:19][C:20]2[CH:33]=[CH:32][C:23]([C:24]([NH:26][CH2:27][C:28]([OH:30])=[O:29])=[O:25])=[CH:22][CH:21]=2)[CH:12]2[CH2:17][CH2:16][CH2:15][CH2:14][CH:13]2[F:18])(=[O:9])=[O:10])=[CH:4][CH:3]=1. (4) The product is: [CH2:15]([N:18]1[C:26](=[O:27])[C:25]2[C:20](=[N:21][C:22]([NH:12][C:11]3[CH:13]=[CH:14][C:8]([N:5]4[CH2:4][CH2:3][N:2]([CH3:1])[CH2:7][CH2:6]4)=[CH:9][CH:10]=3)=[N:23][CH:24]=2)[N:19]1[C:30]1[CH:35]=[C:34]([N:36]2[CH:41]=[CH:40][CH:39]=[CH:38][C:37]2=[O:42])[CH:33]=[C:32]([F:43])[CH:31]=1)[CH:16]=[CH2:17]. Given the reactants [CH3:1][N:2]1[CH2:7][CH2:6][N:5]([C:8]2[CH:14]=[CH:13][C:11]([NH2:12])=[CH:10][CH:9]=2)[CH2:4][CH2:3]1.[CH2:15]([N:18]1[C:26](=[O:27])[C:25]2[C:20](=[N:21][C:22](SC)=[N:23][CH:24]=2)[N:19]1[C:30]1[CH:35]=[C:34]([N:36]2[CH:41]=[CH:40][CH:39]=[CH:38][C:37]2=[O:42])[CH:33]=[C:32]([F:43])[CH:31]=1)[CH:16]=[CH2:17], predict the reaction product. (5) Given the reactants [H-].[Na+].[Si:3]([O:20][CH2:21][CH2:22][O:23][CH2:24][C@H:25]([OH:30])[C:26]([O:28][CH3:29])=[O:27])([C:16]([CH3:19])([CH3:18])[CH3:17])([C:10]1[CH:15]=[CH:14][CH:13]=[CH:12][CH:11]=1)[C:4]1[CH:9]=[CH:8][CH:7]=[CH:6][CH:5]=1.Cl[C:32]1[N:37]=[CH:36][N:35]=[C:34]2[N:38]([C:41]3[CH:46]=[C:45]([CH3:47])[CH:44]=[CH:43][C:42]=3[CH3:48])[N:39]=[CH:40][C:33]=12.C(O)(=O)CC(CC(O)=O)(C(O)=O)O, predict the reaction product. The product is: [Si:3]([O:20][CH2:21][CH2:22][O:23][CH2:24][C@H:25]([O:30][C:32]1[N:37]=[CH:36][N:35]=[C:34]2[N:38]([C:41]3[CH:46]=[C:45]([CH3:47])[CH:44]=[CH:43][C:42]=3[CH3:48])[N:39]=[CH:40][C:33]=12)[C:26]([O:28][CH3:29])=[O:27])([C:16]([CH3:19])([CH3:18])[CH3:17])([C:10]1[CH:15]=[CH:14][CH:13]=[CH:12][CH:11]=1)[C:4]1[CH:5]=[CH:6][CH:7]=[CH:8][CH:9]=1. (6) Given the reactants Br[C:2]1[N:3]=[C:4]([CH:8]=[CH:9][C:10]2[N:11]=[C:12]3[N:17]=[C:16]([CH3:18])[CH:15]=[C:14]([CH3:19])[N:13]3[CH:20]=2)[N:5]([CH3:7])[CH:6]=1.C([Sn](CCCC)(CCCC)[C:26]1[S:27][CH:28]=[CH:29][CH:30]=1)CCC.CN(C=O)C.C(=O)(O)[O-].[Na+], predict the reaction product. The product is: [CH3:19][C:14]1[N:13]2[CH:20]=[C:10](/[CH:9]=[CH:8]/[C:4]3[N:5]([CH3:7])[CH:6]=[C:2]([C:26]4[S:27][CH:28]=[CH:29][CH:30]=4)[N:3]=3)[N:11]=[C:12]2[N:17]=[C:16]([CH3:18])[CH:15]=1. (7) Given the reactants [CH2:1]([O:3][C:4](=[O:32])[C:5]([CH3:31])([CH3:30])[CH2:6][C:7]1[CH:12]=[CH:11][C:10]([C:13](=[O:29])[C:14]2[CH:19]=[CH:18][C:17]([CH2:20][C:21]([C:24]([O:26][CH2:27][CH3:28])=[O:25])([CH3:23])[CH3:22])=[CH:16][CH:15]=2)=[CH:9][CH:8]=1)[CH3:2].[BH4-].[Na+].O.ClCCl, predict the reaction product. The product is: [CH2:1]([O:3][C:4](=[O:32])[C:5]([CH3:30])([CH3:31])[CH2:6][C:7]1[CH:8]=[CH:9][C:10]([CH:13]([C:14]2[CH:15]=[CH:16][C:17]([CH2:20][C:21]([C:24]([O:26][CH2:27][CH3:28])=[O:25])([CH3:23])[CH3:22])=[CH:18][CH:19]=2)[OH:29])=[CH:11][CH:12]=1)[CH3:2]. (8) Given the reactants [NH2:1][C:2]1[C:7]([C:8]2[CH:13]=[CH:12][CH:11]=[CH:10][CH:9]=2)=[CH:6][CH:5]=[CH:4][N:3]=1.[Cl:14][C:15]1[S:16][C:17]([CH:20]=O)=[CH:18][N:19]=1, predict the reaction product. The product is: [Cl:14][C:15]1[S:16][C:17]([CH:20]=[N:1][C:2]2[C:7]([C:8]3[CH:9]=[CH:10][CH:11]=[CH:12][CH:13]=3)=[CH:6][CH:5]=[CH:4][N:3]=2)=[CH:18][N:19]=1. (9) The product is: [NH2:8][C:6]1[N:7]=[C:2]([N:19]2[CH2:18][CH:26]3[CH:21]([CH2:22][N:23]([C:27]([O:29][C:30]([CH3:33])([CH3:32])[CH3:31])=[O:28])[CH2:24][CH2:25]3)[CH2:20]2)[C:3]2[CH2:13][CH2:12][CH2:11][C:10]3[CH:14]=[CH:15][CH:16]=[CH:17][C:9]=3[C:4]=2[N:5]=1. Given the reactants Cl[C:2]1[C:3]2[CH2:13][CH2:12][CH2:11][C:10]3[CH:14]=[CH:15][CH:16]=[CH:17][C:9]=3[C:4]=2[N:5]=[C:6]([NH2:8])[N:7]=1.[CH2:18]1[CH:26]2[CH:21]([CH2:22][N:23]([C:27]([O:29][C:30]([CH3:33])([CH3:32])[CH3:31])=[O:28])[CH2:24][CH2:25]2)[CH2:20][NH:19]1.COCCO.C(N(CC)C(C)C)(C)C, predict the reaction product. (10) The product is: [CH2:37]([C:33]1[CH:34]=[C:35]([CH3:36])[C:30]([N:23]2[CH2:22][CH2:21][CH:20]([N:16]3[CH2:17][CH2:18][CH2:19][CH:14]([NH:13][C:4]4[CH:5]=[CH:6][C:7]([S:9]([CH3:12])(=[O:11])=[O:10])=[CH:8][C:3]=4[F:2])[C:15]3=[O:26])[CH2:25][CH2:24]2)=[N:31][CH:32]=1)[CH3:38]. Given the reactants Cl.[F:2][C:3]1[CH:8]=[C:7]([S:9]([CH3:12])(=[O:11])=[O:10])[CH:6]=[CH:5][C:4]=1[NH:13][C@H:14]1[CH2:19][CH2:18][CH2:17][N:16]([CH:20]2[CH2:25][CH2:24][NH:23][CH2:22][CH2:21]2)[C:15]1=[O:26].[OH-].[K+].Cl[C:30]1[C:35]([CH3:36])=[CH:34][C:33]([CH2:37][CH3:38])=[CH:32][N:31]=1.C1(P(C2CCCCC2)C2C=CC=CC=2C2C(N(C)C)=CC=CC=2)CCCCC1.CC([O-])(C)C.[Na+], predict the reaction product.